This data is from Catalyst prediction with 721,799 reactions and 888 catalyst types from USPTO. The task is: Predict which catalyst facilitates the given reaction. (1) Reactant: N1C(Cl)=NC(Cl)=NC=1Cl.N1C(C)=CC(C)=CC=1C.[NH2:19][C:20](=O)[C@H:21]([NH:38][C:39](=[O:45])[O:40][C:41]([CH3:44])([CH3:43])[CH3:42])[CH2:22][CH2:23][C:24]1[CH:29]=[CH:28][C:27]([CH2:30][CH2:31][CH2:32][CH2:33][CH2:34][CH2:35][CH2:36][CH3:37])=[CH:26][CH:25]=1. Product: [C:20]([C@H:21]([NH:38][C:39](=[O:45])[O:40][C:41]([CH3:44])([CH3:43])[CH3:42])[CH2:22][CH2:23][C:24]1[CH:29]=[CH:28][C:27]([CH2:30][CH2:31][CH2:32][CH2:33][CH2:34][CH2:35][CH2:36][CH3:37])=[CH:26][CH:25]=1)#[N:19]. The catalyst class is: 3. (2) Reactant: [NH2:1][CH2:2][C@@H:3]([C:5]1[CH:6]=[CH:7][C:8]([OH:16])=[C:9]([NH:11][S:12]([CH3:15])(=[O:14])=[O:13])[CH:10]=1)[OH:4].CCN(C(C)C)C(C)C.Br[CH2:27][CH2:28][C:29]1[CH:47]=[CH:46][C:32]([O:33][CH2:34][CH2:35][O:36][CH2:37][C:38]2[CH:39]=[C:40]([CH:43]=[CH:44][CH:45]=2)[C:41]#[N:42])=[CH:31][CH:30]=1. Product: [C:41]([C:40]1[CH:39]=[C:38]([CH:45]=[CH:44][CH:43]=1)[CH2:37][O:36][CH2:35][CH2:34][O:33][C:32]1[CH:31]=[CH:30][C:29]([CH2:28][CH2:27][NH:1][CH2:2][C@@H:3]([C:5]2[CH:6]=[CH:7][C:8]([OH:16])=[C:9]([NH:11][S:12]([CH3:15])(=[O:14])=[O:13])[CH:10]=2)[OH:4])=[CH:47][CH:46]=1)#[N:42]. The catalyst class is: 3. (3) Reactant: [CH2:1]([C:3]1[CH:4]=[C:5]([CH:9]=[CH2:10])[CH:6]=[CH:7][CH:8]=1)[CH3:2].B#B.[Br:13]Br.C[O-].[Na+]. Product: [Br:13][CH2:10][CH2:9][C:5]1[CH:6]=[CH:7][CH:8]=[C:3]([CH2:1][CH3:2])[CH:4]=1. The catalyst class is: 83. (4) Reactant: [F:1][C:2]1[CH:7]=[CH:6][C:5](/[C:8](/[NH:21][C@H:22]2[CH2:26][CH2:25][NH:24][CH2:23]2)=[C:9]2\[C:10](=[O:20])[N:11]=[C:12]([N:14]3[CH2:19][CH2:18][CH2:17][CH2:16][NH:15]3)[S:13]\2)=[C:4]([OH:27])[CH:3]=1.[ClH:28].O1CCOCC1. Product: [ClH:28].[ClH:28].[ClH:28].[F:1][C:2]1[CH:7]=[CH:6][C:5](/[C:8](/[NH:21][C@H:22]2[CH2:26][CH2:25][NH:24][CH2:23]2)=[C:9]2\[C:10](=[O:20])[N:11]=[C:12]([N:14]3[CH2:19][CH2:18][CH2:17][CH2:16][NH:15]3)[S:13]\2)=[C:4]([OH:27])[CH:3]=1. The catalyst class is: 5. (5) Reactant: [CH3:1][C:2]1([CH3:15])[C:11]2[C:6]3=[C:7]([NH:12][C:13](=[O:14])[N:5]3[CH2:4][CH2:3]1)[CH:8]=[CH:9][CH:10]=2.C(=O)([O-])[O-].[Cs+].[Cs+].C(Br)C=C(C)C.Br[CH2:29]/[CH:30]=[C:31](\[CH3:38])/[CH2:32][CH2:33][CH:34]=[C:35]([CH3:37])[CH3:36].O. Product: [CH3:38]/[C:31](/[CH2:32][CH2:33][CH:34]=[C:35]([CH3:37])[CH3:36])=[CH:30]\[CH2:29][N:12]1[C:7]2=[C:6]3[C:11](=[CH:10][CH:9]=[CH:8]2)[C:2]([CH3:15])([CH3:1])[CH2:3][CH2:4][N:5]3[C:13]1=[O:14]. The catalyst class is: 3. (6) Reactant: [Cl:1][C:2]1[CH:16]=[CH:15][C:14]([Cl:17])=[CH:13][C:3]=1[C:4]([C:6]1[CH:11]=[CH:10][C:9](F)=[CH:8][CH:7]=1)=[O:5].[NH:18]1[CH:22]=[CH:21][N:20]=[CH:19]1.C(=O)([O-])[O-].[K+].[K+].O. Product: [Cl:1][C:2]1[CH:16]=[CH:15][C:14]([Cl:17])=[CH:13][C:3]=1[C:4]([C:6]1[CH:11]=[CH:10][C:9]([N:18]2[CH:22]=[CH:21][N:20]=[CH:19]2)=[CH:8][CH:7]=1)=[O:5]. The catalyst class is: 182. (7) Reactant: [F:1][C:2]1([F:17])[O:6][C:5]2[CH:7]=[CH:8][C:9]([C:11]3([C:14]([OH:16])=O)[CH2:13][CH2:12]3)=[CH:10][C:4]=2[O:3]1.CN(C(ON1N=NC2C=CC=NC1=2)=[N+](C)C)C.F[P-](F)(F)(F)(F)F.[NH2:42][C@H:43]1[C:52]2[C:47](=[CH:48][C:49]([C:53]([F:56])([F:55])[F:54])=[CH:50][CH:51]=2)[O:46][C@@H:45]([CH:57]2[CH2:62][CH2:61][CH2:60][CH:59]([C:63]([O:65][CH3:66])=[O:64])[CH2:58]2)[CH2:44]1.C(N(C(C)C)C(C)C)C. Product: [F:17][C:2]1([F:1])[O:6][C:5]2[CH:7]=[CH:8][C:9]([C:11]3([C:14]([NH:42][C@H:43]4[C:52]5[C:47](=[CH:48][C:49]([C:53]([F:55])([F:56])[F:54])=[CH:50][CH:51]=5)[O:46][C@@H:45]([CH:57]5[CH2:62][CH2:61][CH2:60][CH:59]([C:63]([O:65][CH3:66])=[O:64])[CH2:58]5)[CH2:44]4)=[O:16])[CH2:12][CH2:13]3)=[CH:10][C:4]=2[O:3]1. The catalyst class is: 3. (8) The catalyst class is: 49. Product: [CH:1]1([C:4]2[O:8][N:7]=[C:6]([C:9]3[N:10]([CH3:24])[CH:11]=[C:12]([C:14]4[CH:15]=[CH:16][C:17]([C:20]([OH:23])([CH3:21])[CH3:22])=[N:18][CH:19]=4)[N:13]=3)[CH:5]=2)[CH2:3][CH2:2]1. Reactant: [CH:1]1([C:4]2[O:8][N:7]=[C:6]([C:9]3[NH:10][CH:11]=[C:12]([C:14]4[CH:15]=[CH:16][C:17]([C:20]([OH:23])([CH3:22])[CH3:21])=[N:18][CH:19]=4)[N:13]=3)[CH:5]=2)[CH2:3][CH2:2]1.[C:24](=O)([O-])[O-].[Cs+].[Cs+].CI. (9) Reactant: CO.C(=O)([O-])[O-].[K+].[K+].C([O:12][C:13]1[CH:14]=[C:15]([CH:34]=[CH:35][CH:36]=1)[C:16]([NH:18][C:19]1[CH:27]=[C:26]([C:28]2[CH:33]=[CH:32][CH:31]=[CH:30][CH:29]=2)[CH:25]=[CH:24][C:20]=1[C:21]([OH:23])=[O:22])=[O:17])(=O)C.C(O)(=O)CC(CC(O)=O)(C(O)=O)O. Product: [OH:12][C:13]1[CH:14]=[C:15]([CH:34]=[CH:35][CH:36]=1)[C:16]([NH:18][C:19]1[CH:27]=[C:26]([C:28]2[CH:33]=[CH:32][CH:31]=[CH:30][CH:29]=2)[CH:25]=[CH:24][C:20]=1[C:21]([OH:23])=[O:22])=[O:17]. The catalyst class is: 7.